Task: Predict the product of the given reaction.. Dataset: Forward reaction prediction with 1.9M reactions from USPTO patents (1976-2016) (1) Given the reactants C([C@@H]1CSC(=S)N1[C:10](=[O:26])[CH2:11][C@H:12]([O:18][Si:19]([CH2:24][CH3:25])([CH2:22][CH3:23])[CH2:20][CH3:21])[CH2:13][CH2:14][CH2:15][CH:16]=[CH2:17])(C)C.CC(C[AlH]CC(C)C)C.C(C(C(C([O-])=O)O)O)([O-])=O.[K+].[Na+], predict the reaction product. The product is: [CH2:24]([Si:19]([CH2:20][CH3:21])([CH2:22][CH3:23])[O:18][C@H:12]([CH2:13][CH2:14][CH2:15][CH:16]=[CH2:17])[CH2:11][CH:10]=[O:26])[CH3:25]. (2) Given the reactants [O:1]=[C:2]1[CH2:6][S:5][C:4](=[S:7])[N:3]1[CH2:8][C:9]([NH:11][CH2:12][CH2:13][C:14]1[CH:19]=[CH:18][CH:17]=[CH:16][CH:15]=1)=[O:10].[CH:20]([C:22]1[O:26][C:25]([C:27]2[CH:28]=[CH:29][C:30]([OH:36])=[C:31]([CH:35]=2)[C:32]([OH:34])=[O:33])=[CH:24][CH:23]=1)=O.O, predict the reaction product. The product is: [OH:36][C:30]1[CH:29]=[CH:28][C:27]([C:25]2[O:26][C:22]([CH:20]=[C:6]3[S:5][C:4](=[S:7])[N:3]([CH2:8][C:9](=[O:10])[NH:11][CH2:12][CH2:13][C:14]4[CH:19]=[CH:18][CH:17]=[CH:16][CH:15]=4)[C:2]3=[O:1])=[CH:23][CH:24]=2)=[CH:35][C:31]=1[C:32]([OH:34])=[O:33]. (3) Given the reactants [CH:1]([C:3]1[CH:15]=[CH:14][C:6]([C:7]([O:9][C:10]([CH3:13])([CH3:12])[CH3:11])=[O:8])=[C:5]([CH3:16])[CH:4]=1)=[O:2].[BH4-].[Na+].[Cl-].[NH4+], predict the reaction product. The product is: [OH:2][CH2:1][C:3]1[CH:15]=[CH:14][C:6]([C:7]([O:9][C:10]([CH3:12])([CH3:13])[CH3:11])=[O:8])=[C:5]([CH3:16])[CH:4]=1.